From a dataset of Reaction yield outcomes from USPTO patents with 853,638 reactions. Predict the reaction yield, written as a fraction of the theoretical maximum amount of product (1.0 means a 100% yield; for example, 0.34 means a 34% yield). (1) The reactants are [C:1]1(=O)[C:10]2[C:5](=[CH:6][CH:7]=[CH:8][CH:9]=2)[C:4](=[O:11])[CH:3]=[CH:2]1.[CH3:13][S-:14].[Na+].[Cl-].[Na+]. The yield is 0.140. The product is [CH3:1][C:2]1[C:13](=[S:14])[C:6]2[C:5]([C:4](=[O:11])[CH:3]=1)=[CH:10][CH:9]=[CH:8][CH:7]=2. The catalyst is CO. (2) The reactants are [H-].[Na+].[CH3:3][CH:4]([NH:6][CH2:7][CH:8]([OH:21])[CH2:9][O:10][C:11]1[CH:12]=[CH:13][CH:14]=[C:15]2[CH:20]=[CH:19][CH:18]=[CH:17][C:16]=12)[CH3:5].Cl. The catalyst is C1COCC1. The product is [CH3:5][CH:4]([NH:6][CH2:7][CH:8]([OH:21])[CH2:9][O:10][C:11]1[CH:12]=[CH:13][CH:14]=[C:15]2[CH:20]=[CH:19][CH:18]=[CH:17][C:16]=12)[CH3:3]. The yield is 0.660. (3) The reactants are [F:1][C:2]([F:27])([F:26])[C:3]1[CH:4]=[CH:5][C:6]([OH:25])=[C:7]([C:9]2[N:13]([CH:14]3[CH2:17][N:16]([C:18]([O:20][C:21]([CH3:24])([CH3:23])[CH3:22])=[O:19])[CH2:15]3)[N:12]=[CH:11][CH:10]=2)[CH:8]=1.C(=O)([O-])[O-].[K+].[K+].[Cl:34][C:35]1[C:36](F)=[CH:37][C:38]([F:61])=[C:39]([S:41]([N:44]([CH2:50][C:51]2[CH:56]=[CH:55][C:54]([O:57][CH3:58])=[CH:53][C:52]=2[O:59][CH3:60])[C:45]2[S:46][CH:47]=[N:48][N:49]=2)(=[O:43])=[O:42])[CH:40]=1.C(OC)(C)(C)C. The catalyst is CS(C)=O.O. The product is [F:27][C:2]([F:1])([F:26])[C:3]1[CH:4]=[CH:5][C:6]([O:25][C:36]2[CH:37]=[C:38]([F:61])[C:39]([S:41]([N:44]([CH2:50][C:51]3[CH:56]=[CH:55][C:54]([O:57][CH3:58])=[CH:53][C:52]=3[O:59][CH3:60])[C:45]3[S:46][CH:47]=[N:48][N:49]=3)(=[O:42])=[O:43])=[CH:40][C:35]=2[Cl:34])=[C:7]([C:9]2[N:13]([CH:14]3[CH2:15][N:16]([C:18]([O:20][C:21]([CH3:23])([CH3:24])[CH3:22])=[O:19])[CH2:17]3)[N:12]=[CH:11][CH:10]=2)[CH:8]=1. The yield is 0.700. (4) The reactants are ClC(OCC)=O.C[O:8][C:9]1[CH:10]=[CH:11][C:12]2[CH:13]([CH3:21])[CH:14]3[CH2:18][NH:17][CH2:16][CH:15]3[C:19]=2[CH:20]=1. The catalyst is C1COCC1.O. The product is [OH:8][C:9]1[CH:10]=[CH:11][C:12]2[CH:13]([CH3:21])[CH:14]3[CH2:18][NH:17][CH2:16][CH:15]3[C:19]=2[CH:20]=1. The yield is 0.350. (5) The reactants are C[Si](C)(C)[N:3]([C@H:8]([B:13]1[O:17][C@@H:16]2[CH2:18][C@@H:19]3[CH2:22][C@H:21]([C@:15]2([CH3:25])[O:14]1)[C:20]3([CH3:24])[CH3:23])[CH2:9][CH:10]([CH3:12])[CH3:11])[Si](C)(C)C.[ClH:28]. The catalyst is O1CCOCC1.C(OCC)C. The product is [ClH:28].[CH3:25][C@:15]12[C@H:21]3[CH2:22][C@H:19]([C:20]3([CH3:23])[CH3:24])[CH2:18][C@H:16]1[O:17][B:13]([C@@H:8]([NH2:3])[CH2:9][CH:10]([CH3:12])[CH3:11])[O:14]2. The yield is 0.660. (6) The reactants are [NH2:1][CH:2]([C:5]1[N:6]([CH2:16][C:17]2[CH:22]=[CH:21][CH:20]=[CH:19][CH:18]=2)[C:7](=[O:15])[C:8]2[C:13]([CH3:14])=[N:12][S:11][C:9]=2[N:10]=1)[CH2:3][CH3:4].[C:23]([O:27][C:28](=[O:36])[NH:29][C:30]([CH3:35])([CH3:34])[CH2:31][CH:32]=O)([CH3:26])([CH3:25])[CH3:24].[BH-](OC(C)=O)(OC(C)=O)OC(C)=O.[Na+]. The catalyst is CO. The product is [C:23]([O:27][C:28](=[O:36])[NH:29][C:30]([CH3:35])([CH3:34])[CH2:31][CH2:32][NH:1][CH:2]([C:5]1[N:6]([CH2:16][C:17]2[CH:22]=[CH:21][CH:20]=[CH:19][CH:18]=2)[C:7](=[O:15])[C:8]2[C:13]([CH3:14])=[N:12][S:11][C:9]=2[N:10]=1)[CH2:3][CH3:4])([CH3:26])([CH3:25])[CH3:24]. The yield is 0.410. (7) The reactants are N(OC(C)(C)C)=O.[CH3:8][C:9]1[CH:18]=[CH:17][C:12]2[N:13]=[C:14](N)[S:15][C:11]=2[CH:10]=1.[ClH:19]. The catalyst is CC#N.[Cu](Cl)Cl. The product is [Cl:19][C:14]1[S:15][C:11]2[CH:10]=[C:9]([CH3:8])[CH:18]=[CH:17][C:12]=2[N:13]=1. The yield is 0.740. (8) The product is [Cl:7][C:8]1[C:9]([O:17][CH3:18])=[CH:10][C:11]([O:15][CH3:16])=[C:12]([NH:13][C:20](=[O:21])[O:22][C:23]2[CH:28]=[CH:27][CH:26]=[CH:25][CH:24]=2)[CH:14]=1. The reactants are N1C=CC=CC=1.[Cl:7][C:8]1[C:9]([O:17][CH3:18])=[CH:10][C:11]([O:15][CH3:16])=[C:12]([CH:14]=1)[NH2:13].Cl[C:20]([O:22][C:23]1[CH:28]=[CH:27][CH:26]=[CH:25][CH:24]=1)=[O:21]. The catalyst is C(Cl)Cl.Cl. The yield is 0.970. (9) The reactants are [NH2:1][C:2]1[CH:20]=[CH:19][C:5]([CH2:6][CH:7]2[CH2:11][CH2:10][N:9]([CH:12]3[CH2:17][CH2:16][CH2:15][CH2:14][CH2:13]3)[C:8]2=[O:18])=[C:4]([Cl:21])[CH:3]=1.[Cl-].[CH3:23][O:24][NH3+:25].C(N(C(C)C)CC)(C)C.CN(C)[CH:37]=[O:38]. No catalyst specified. The product is [Cl:21][C:4]1[CH:3]=[C:2]([NH:1][C:37]([NH:25][O:24][CH3:23])=[O:38])[CH:20]=[CH:19][C:5]=1[CH2:6][CH:7]1[CH2:11][CH2:10][N:9]([CH:12]2[CH2:17][CH2:16][CH2:15][CH2:14][CH2:13]2)[C:8]1=[O:18]. The yield is 0.490.